This data is from Cav3 T-type calcium channel HTS with 100,875 compounds. The task is: Binary Classification. Given a drug SMILES string, predict its activity (active/inactive) in a high-throughput screening assay against a specified biological target. (1) The compound is OC(=O)Cn1c(CCC(O)=O)ccc1c1ccc(cc1)C. The result is 0 (inactive). (2) The compound is S(=O)(=O)(N1CCOCC1)c1cc(C(=O)N2CCN(CC2)Cc2ccccc2)c(F)cc1. The result is 0 (inactive).